From a dataset of CYP2D6 inhibition data for predicting drug metabolism from PubChem BioAssay. Regression/Classification. Given a drug SMILES string, predict its absorption, distribution, metabolism, or excretion properties. Task type varies by dataset: regression for continuous measurements (e.g., permeability, clearance, half-life) or binary classification for categorical outcomes (e.g., BBB penetration, CYP inhibition). Dataset: cyp2d6_veith. (1) The drug is Cc1cccc(CNc2ncnc3ccc(-c4c(C)noc4C)cc23)c1. The result is 1 (inhibitor). (2) The molecule is COC(=O)C1(S(=O)(=O)c2ccc(C)cc2)CCOCC1. The result is 0 (non-inhibitor). (3) The compound is Cc1c(CCC(C)C)c(-n2ccnc2C)n2c(nc3ccccc32)c1C#N. The result is 0 (non-inhibitor). (4) The drug is COc1cccc(Nc2ncc3ncc(=O)n(CCC#N)c3n2)c1. The result is 0 (non-inhibitor). (5) The drug is CC(=O)Nc1ccc(S(=O)(=O)NCC2CCC(C(=O)NCCC(C)C)CC2)cc1. The result is 0 (non-inhibitor).